This data is from Full USPTO retrosynthesis dataset with 1.9M reactions from patents (1976-2016). The task is: Predict the reactants needed to synthesize the given product. (1) Given the product [CH2:1]([O:8][CH2:9][CH2:10][CH2:11][CH2:12][CH2:13][CH2:14][CH2:15][C:16]1[CH:17]=[CH:18][C:19]([NH:20][C:28]([C:25]2([C:23]#[N:24])[CH2:27][CH2:26]2)=[O:29])=[CH:21][CH:22]=1)[C:2]1[CH:3]=[CH:4][CH:5]=[CH:6][CH:7]=1, predict the reactants needed to synthesize it. The reactants are: [CH2:1]([O:8][CH2:9][CH2:10][CH2:11][CH2:12][CH2:13][CH2:14][CH2:15][C:16]1[CH:22]=[CH:21][C:19]([NH2:20])=[CH:18][CH:17]=1)[C:2]1[CH:7]=[CH:6][CH:5]=[CH:4][CH:3]=1.[C:23]([C:25]1([C:28](O)=[O:29])[CH2:27][CH2:26]1)#[N:24]. (2) Given the product [Br:1][C:2]1[CH:9]=[CH:8][C:5]([CH:6]=[O:7])=[C:4]([N:18]([CH3:19])[CH3:17])[CH:3]=1, predict the reactants needed to synthesize it. The reactants are: [Br:1][C:2]1[CH:9]=[CH:8][C:5]([CH:6]=[O:7])=[C:4](F)[CH:3]=1.C(=O)([O-])[O-].[K+].[K+].[CH3:17][NH:18][CH3:19].C(O)C.